Dataset: Full USPTO retrosynthesis dataset with 1.9M reactions from patents (1976-2016). Task: Predict the reactants needed to synthesize the given product. (1) Given the product [CH2:37]([N:12]([CH2:13][CH2:14][CH2:15][C@@H:11]([Br:51])[C@H:10]([OH:16])[C@H:9]([OH:17])[C@@H:8]([NH:18][C:19]([O:20][C:21]([CH3:24])([CH3:23])[CH3:22])=[O:25])[CH2:1][C:2]1[CH:7]=[CH:6][CH:5]=[CH:4][CH:3]=1)[C:44](=[O:45])[OH:50])[C:38]1[CH:39]=[CH:40][CH:41]=[CH:42][CH:43]=1.[Br:51][OH:30], predict the reactants needed to synthesize it. The reactants are: [CH2:1]([C@H:8]([NH:18][C:19](=[O:25])[O:20][C:21]([CH3:24])([CH3:23])[CH3:22])[C@@H:9]([OH:17])[C@H:10]([OH:16])[C@H:11]1[CH2:15][CH2:14][CH2:13][NH:12]1)[C:2]1[CH:7]=[CH:6][CH:5]=[CH:4][CH:3]=1.N[C@H]([CH2:37][C:38]1[CH:43]=[CH:42][CH:41]=[CH:40][CH:39]=1)[C@@H](O)[C@H]([C@H]1CCCN1)[OH:30].[C:44]([OH:50])(C(F)(F)F)=[O:45].[Br-:51].[Li+]. (2) The reactants are: [Cl:1][C:2]1[N:9]=[CH:8][C:7]([CH2:10][CH2:11][CH2:12][CH2:13][CH3:14])=[CH:6][C:3]=1[CH:4]=[O:5].C1N2CCN(CC2)C1.[C:23](#[N:26])[CH:24]=[CH2:25]. Given the product [Cl:1][C:2]1[C:3]([CH:4]([OH:5])[C:24](=[CH2:25])[C:23]#[N:26])=[CH:6][C:7]([CH2:10][CH2:11][CH2:12][CH2:13][CH3:14])=[CH:8][N:9]=1, predict the reactants needed to synthesize it.